From a dataset of Reaction yield outcomes from USPTO patents with 853,638 reactions. Predict the reaction yield, written as a fraction of the theoretical maximum amount of product (1.0 means a 100% yield; for example, 0.34 means a 34% yield). (1) The reactants are C[O-].[Na+].[C:4]([CH2:6][C:7]([O:9][CH3:10])=[O:8])#[N:5].F[C:12]1[CH:17]=[C:16]([F:18])[CH:15]=[CH:14][C:13]=1[N+:19]([O-:21])=[O:20].Cl. The catalyst is C(OCC)(=O)C.CO.C1CCCCC1.CS(C)=O. The product is [F:18][C:16]1[CH:15]=[CH:14][C:13]([N+:19]([O-:21])=[O:20])=[C:12]([CH:6]([C:4]#[N:5])[C:7]([O:9][CH3:10])=[O:8])[CH:17]=1. The yield is 0.710. (2) The reactants are [Li]CCCC.C(NC(C)C)(C)C.N#N.[F:15][C:16]1[C:21]([F:22])=[CH:20][C:19]([F:23])=[CH:18][N:17]=1.[C:24]([Si:28](Cl)([CH3:30])[CH3:29])([CH3:27])([CH3:26])[CH3:25]. The catalyst is C1COCC1. The product is [Si:28]([C:20]1[C:19]([F:23])=[CH:18][N:17]=[C:16]([F:15])[C:21]=1[F:22])([C:24]([CH3:27])([CH3:26])[CH3:25])([CH3:30])[CH3:29]. The yield is 0.900.